Dataset: Full USPTO retrosynthesis dataset with 1.9M reactions from patents (1976-2016). Task: Predict the reactants needed to synthesize the given product. (1) The reactants are: [CH3:1][O:2][C:3](=[O:12])[C:4]1[CH:9]=[C:8]([Cl:10])[C:7]([NH2:11])=[N:6][CH:5]=1.[C:13]([O:17][C:18](=[O:40])[NH:19][C:20]1([C:24]2[CH:29]=[CH:28][C:27]([C:30](=O)[CH:31](Br)[C:32]3[CH:37]=[CH:36][CH:35]=[CH:34][CH:33]=3)=[CH:26][CH:25]=2)[CH2:23][CH2:22][CH2:21]1)([CH3:16])([CH3:15])[CH3:14]. Given the product [CH3:1][O:2][C:3]([C:4]1[CH:9]=[C:8]([Cl:10])[C:7]2[N:6]([C:31]([C:32]3[CH:33]=[CH:34][CH:35]=[CH:36][CH:37]=3)=[C:30]([C:27]3[CH:26]=[CH:25][C:24]([C:20]4([NH:19][C:18]([O:17][C:13]([CH3:16])([CH3:15])[CH3:14])=[O:40])[CH2:23][CH2:22][CH2:21]4)=[CH:29][CH:28]=3)[N:11]=2)[CH:5]=1)=[O:12].[CH3:1][O:2][C:3](=[O:12])[C:4]1[CH:9]=[C:8]([Cl:10])[C:7]([NH2:11])=[N:6][CH:5]=1, predict the reactants needed to synthesize it. (2) Given the product [C:24]1([N:30]([C:34]2[CH:39]=[CH:38][CH:37]=[CH:36][CH:35]=2)[C:31]([C:2]2[N:3]([CH2:11][O:12][CH2:13][CH2:14][Si:15]([CH3:18])([CH3:17])[CH3:16])[N:4]=[C:5]3[C:10]=2[CH:9]=[CH:8][CH:7]=[CH:6]3)=[O:32])[CH:25]=[CH:26][CH:27]=[CH:28][CH:29]=1, predict the reactants needed to synthesize it. The reactants are: I[C:2]1[N:3]([CH2:11][O:12][CH2:13][CH2:14][Si:15]([CH3:18])([CH3:17])[CH3:16])[N:4]=[C:5]2[C:10]=1[CH:9]=[CH:8][CH:7]=[CH:6]2.C([Li])CCC.[C:24]1([N:30]([C:34]2[CH:39]=[CH:38][CH:37]=[CH:36][CH:35]=2)[C:31](Cl)=[O:32])[CH:29]=[CH:28][CH:27]=[CH:26][CH:25]=1.O. (3) Given the product [CH3:19][N:5]1[C:6]([C:7]2[CH:8]=[C:9]([C:15]([O:17][CH3:18])=[O:16])[S:10][C:11]=2[CH2:12][CH2:13][CH3:14])=[C:2]([CH3:20])[CH:3]=[N:4]1, predict the reactants needed to synthesize it. The reactants are: Br[C:2]1[CH:3]=[N:4][N:5]([CH3:19])[C:6]=1[C:7]1[CH:8]=[C:9]([C:15]([O:17][CH3:18])=[O:16])[S:10][C:11]=1[CH2:12][CH2:13][CH3:14].[C:20](=O)([O-])[O-].[K+].[K+].CB1OB(C)OB(C)O1. (4) Given the product [NH2:24][C@@H:21]1[CH2:22][CH2:23][C@H:18]([N:15]2[C:16](=[O:17])[C:11]3[CH:10]=[C:9]([F:8])[CH:54]=[N:53][C:12]=3[N:13]([C:33]3[CH:34]=[C:35]([C:39]4[CH:44]=[CH:43][CH:42]=[C:41]([OH:45])[C:40]=4[CH2:46][N:47]4[CH2:52][CH2:51][O:50][CH2:49][CH2:48]4)[CH:36]=[CH:37][CH:38]=3)[C:14]2=[O:32])[CH2:19][CH2:20]1, predict the reactants needed to synthesize it. The reactants are: FC(F)(F)C(O)=O.[F:8][C:9]1[CH:54]=[N:53][C:12]2[N:13]([C:33]3[CH:34]=[C:35]([C:39]4[CH:44]=[CH:43][CH:42]=[C:41]([OH:45])[C:40]=4[CH2:46][N:47]4[CH2:52][CH2:51][O:50][CH2:49][CH2:48]4)[CH:36]=[CH:37][CH:38]=3)[C:14](=[O:32])[N:15]([C@@H:18]3[CH2:23][CH2:22][C@H:21]([NH:24]C(=O)OC(C)(C)C)[CH2:20][CH2:19]3)[C:16](=[O:17])[C:11]=2[CH:10]=1. (5) The reactants are: [CH2:1]([C:4]1[CH:9]=[CH:8][C:7]([CH2:10]O)=[CH:6][CH:5]=1)[CH2:2][CH3:3].C1(P(C2C=CC=CC=2)C2C=CC=CC=2)C=CC=CC=1.C(Cl)(Cl)(Cl)[Cl:32]. Given the product [Cl:32][CH2:10][C:7]1[CH:8]=[CH:9][C:4]([CH2:1][CH2:2][CH3:3])=[CH:5][CH:6]=1, predict the reactants needed to synthesize it.